From a dataset of Peptide-MHC class II binding affinity with 134,281 pairs from IEDB. Regression. Given a peptide amino acid sequence and an MHC pseudo amino acid sequence, predict their binding affinity value. This is MHC class II binding data. (1) The peptide sequence is NHVIQSVRRLYPKIF. The MHC is DRB3_0101 with pseudo-sequence DRB3_0101. The binding affinity (normalized) is 0.168. (2) The binding affinity (normalized) is 0.991. The peptide sequence is EKKYFAATSFEPLAA. The MHC is DRB1_0701 with pseudo-sequence DRB1_0701. (3) The peptide sequence is PRSLFPEFSELFAAF. The MHC is DRB3_0101 with pseudo-sequence DRB3_0101. The binding affinity (normalized) is 0.654. (4) The peptide sequence is INVGFKAAVAAAAGV. The MHC is HLA-DPA10103-DPB10301 with pseudo-sequence HLA-DPA10103-DPB10301. The binding affinity (normalized) is 0.552. (5) The peptide sequence is NDKPFQNVNRITYGA. The MHC is DRB5_0101 with pseudo-sequence DRB5_0101. The binding affinity (normalized) is 0.108.